From a dataset of Reaction yield outcomes from USPTO patents with 853,638 reactions. Predict the reaction yield, written as a fraction of the theoretical maximum amount of product (1.0 means a 100% yield; for example, 0.34 means a 34% yield). The reactants are [C:1]([O:5][C:6]([NH:8][CH2:9][CH2:10][CH2:11][C:12]1[CH:13]=[C:14]([NH:19]/[C:20](/[NH:32]C(=O)OCC2C=CC=CC=2)=[N:21]/C(=O)OCC2C=CC=CC=2)[C:15]([CH3:18])=[N:16][CH:17]=1)=[O:7])([CH3:4])([CH3:3])[CH3:2]. The catalyst is CO.[OH-].[OH-].[Pd+2]. The product is [NH2:32][C:20]([NH:19][C:14]1[CH:13]=[C:12]([CH2:11][CH2:10][CH2:9][NH:8][C:6](=[O:7])[O:5][C:1]([CH3:3])([CH3:2])[CH3:4])[CH:17]=[N:16][C:15]=1[CH3:18])=[NH:21]. The yield is 0.990.